This data is from Forward reaction prediction with 1.9M reactions from USPTO patents (1976-2016). The task is: Predict the product of the given reaction. (1) Given the reactants [Br:1][C:2]1[CH:3]=[CH:4][C:5]2[N:6]([CH3:15])[S:7](=[O:14])(=[O:13])[CH2:8][C:9](=O)[C:10]=2[N:11]=1.[C:16]([O-:19])([O-])=O.[K+].[K+].[CH3:22]N(C=O)C, predict the reaction product. The product is: [Br:1][C:2]1[CH:3]=[CH:4][C:5]2[N:6]([CH3:15])[S:7](=[O:13])(=[O:14])[C:8]([CH3:9])([CH3:22])[C:16](=[O:19])[C:10]=2[N:11]=1. (2) Given the reactants C(OC([NH:11][C@H:12]1[CH2:17][CH2:16][N:15]([C:18]2[CH:19]=[C:20]([CH:25]=[CH:26][CH:27]=2)[C:21]([O:23][CH3:24])=[O:22])[CH2:14][C@H:13]1[O:28][CH3:29])=O)C1C=CC=CC=1, predict the reaction product. The product is: [NH2:11][C@H:12]1[CH2:17][CH2:16][N:15]([C:18]2[CH:19]=[C:20]([CH:25]=[CH:26][CH:27]=2)[C:21]([O:23][CH3:24])=[O:22])[CH2:14][C@H:13]1[O:28][CH3:29]. (3) Given the reactants [S:1](=[O:3])=[O:2].[Cl:4][C:5]1[CH:10]=[CH:9][C:8](N)=[CH:7][C:6]=1[CH2:12][CH3:13].N([O-])=O.[Na+].[ClH:18], predict the reaction product. The product is: [Cl:4][C:5]1[CH:10]=[CH:9][C:8]([S:1]([Cl:18])(=[O:3])=[O:2])=[CH:7][C:6]=1[CH2:12][CH3:13].